Dataset: Catalyst prediction with 721,799 reactions and 888 catalyst types from USPTO. Task: Predict which catalyst facilitates the given reaction. (1) Reactant: [C:1]([O:5][C:6](=[O:27])[NH:7][CH2:8][C@@H:9]1[O:13][C:12](=[O:14])[N:11]([C:15]2[CH:16]=[CH:17][C:18]3[C:24](=[O:25])[CH2:23][CH2:22][CH2:21][CH2:20][C:19]=3[CH:26]=2)[CH2:10]1)([CH3:4])([CH3:3])[CH3:2].[Li+].C[Si]([N-][Si](C)(C)C)(C)C.[O:38]1[C:42]([C:43](Cl)=[O:44])=[CH:41][CH:40]=[N:39]1. Product: [C:1]([O:5][C:6](=[O:27])[NH:7][CH2:8][C@@H:9]1[O:13][C:12](=[O:14])[N:11]([C:15]2[CH:16]=[CH:17][C:18]3[C:24](=[O:25])[CH:23]([C:43]([C:42]4[O:38][N:39]=[CH:40][CH:41]=4)=[O:44])[CH2:22][CH2:21][CH2:20][C:19]=3[CH:26]=2)[CH2:10]1)([CH3:4])([CH3:2])[CH3:3]. The catalyst class is: 1. (2) Reactant: [CH2:1]([N:4]1[CH2:9][CH2:8][O:7][C:6]2[CH:10]=[CH:11][C:12]([C:15]3[N:20]4[N:21]=[C:22]([C:24]5[CH:25]=[C:26]([C:30]6[CH:35]=[CH:34][CH:33]=[C:32]([OH:36])[CH:31]=6)[CH:27]=[CH:28][CH:29]=5)[CH:23]=[C:19]4[N:18]=[C:17]([CH3:37])[C:16]=3[C@H:38]([O:43][C:44]([CH3:47])([CH3:46])[CH3:45])[C:39]([O:41][CH3:42])=[O:40])=[C:13]([Cl:14])[C:5]1=2)[CH:2]=[CH2:3].C([O-])([O-])=O.[K+].[K+].Br[CH2:55][CH:56]=[CH2:57].O. Product: [CH2:1]([N:4]1[CH2:9][CH2:8][O:7][C:6]2[CH:10]=[CH:11][C:12]([C:15]3[N:20]4[N:21]=[C:22]([C:24]5[CH:25]=[C:26]([C:30]6[CH:35]=[CH:34][CH:33]=[C:32]([O:36][CH2:57][CH:56]=[CH2:55])[CH:31]=6)[CH:27]=[CH:28][CH:29]=5)[CH:23]=[C:19]4[N:18]=[C:17]([CH3:37])[C:16]=3[C@H:38]([O:43][C:44]([CH3:47])([CH3:46])[CH3:45])[C:39]([O:41][CH3:42])=[O:40])=[C:13]([Cl:14])[C:5]1=2)[CH:2]=[CH2:3]. The catalyst class is: 3.